This data is from Orexin1 receptor HTS with 218,158 compounds and 233 confirmed actives. The task is: Binary Classification. Given a drug SMILES string, predict its activity (active/inactive) in a high-throughput screening assay against a specified biological target. (1) The compound is O=C(NC1CCCCC1)c1c(O)n2c(nc1=O)c(ccc2)C. The result is 0 (inactive). (2) The molecule is O=C(N1CCN(CC1)C(=O)c1occc1)Cn1ncc2c1c1c(oc2=O)cccc1. The result is 0 (inactive).